This data is from NCI-60 drug combinations with 297,098 pairs across 59 cell lines. The task is: Regression. Given two drug SMILES strings and cell line genomic features, predict the synergy score measuring deviation from expected non-interaction effect. (1) Drug 1: CC1=C(C=C(C=C1)NC(=O)C2=CC=C(C=C2)CN3CCN(CC3)C)NC4=NC=CC(=N4)C5=CN=CC=C5. Drug 2: CCCCCOC(=O)NC1=NC(=O)N(C=C1F)C2C(C(C(O2)C)O)O. Cell line: SK-MEL-5. Synergy scores: CSS=2.52, Synergy_ZIP=-1.80, Synergy_Bliss=0.588, Synergy_Loewe=0.622, Synergy_HSA=1.23. (2) Drug 1: C1=NC(=NC(=O)N1C2C(C(C(O2)CO)O)O)N. Drug 2: CC(C)NC(=O)C1=CC=C(C=C1)CNNC.Cl. Cell line: A549. Synergy scores: CSS=19.8, Synergy_ZIP=-6.73, Synergy_Bliss=1.19, Synergy_Loewe=-11.5, Synergy_HSA=0.152. (3) Drug 1: COCCOC1=C(C=C2C(=C1)C(=NC=N2)NC3=CC=CC(=C3)C#C)OCCOC.Cl. Drug 2: N.N.Cl[Pt+2]Cl. Cell line: CCRF-CEM. Synergy scores: CSS=46.2, Synergy_ZIP=-1.12, Synergy_Bliss=-1.63, Synergy_Loewe=-9.36, Synergy_HSA=-0.569. (4) Drug 1: CCCS(=O)(=O)NC1=C(C(=C(C=C1)F)C(=O)C2=CNC3=C2C=C(C=N3)C4=CC=C(C=C4)Cl)F. Drug 2: CS(=O)(=O)CCNCC1=CC=C(O1)C2=CC3=C(C=C2)N=CN=C3NC4=CC(=C(C=C4)OCC5=CC(=CC=C5)F)Cl. Cell line: NCI-H460. Synergy scores: CSS=9.41, Synergy_ZIP=10.7, Synergy_Bliss=10.3, Synergy_Loewe=18.6, Synergy_HSA=8.13.